This data is from Forward reaction prediction with 1.9M reactions from USPTO patents (1976-2016). The task is: Predict the product of the given reaction. (1) Given the reactants [N+](=[CH:3][Si](C)(C)C)=[N-].[F:8][C:9]1[CH:10]=[C:11]([NH:20][C:21]([C@@H:23]2[N:32]([C:33]([C@@H:35]3[CH2:38][C@H:37]([C:39]([OH:41])=[O:40])[CH2:36]3)=[O:34])[CH2:31][CH2:30][C:29]3[N:28]=[C:27]([O:42][CH3:43])[CH:26]=[CH:25][C:24]2=3)=[O:22])[CH:12]=[C:13]2[C:17]=1[C:16]([CH3:19])([CH3:18])[CH2:15][CH2:14]2.O.C(OCC)(=O)C, predict the reaction product. The product is: [F:8][C:9]1[CH:10]=[C:11]([NH:20][C:21]([C@@H:23]2[N:32]([C:33]([C@@H:35]3[CH2:38][C@H:37]([C:39]([O:41][CH3:3])=[O:40])[CH2:36]3)=[O:34])[CH2:31][CH2:30][C:29]3[N:28]=[C:27]([O:42][CH3:43])[CH:26]=[CH:25][C:24]2=3)=[O:22])[CH:12]=[C:13]2[C:17]=1[C:16]([CH3:18])([CH3:19])[CH2:15][CH2:14]2. (2) The product is: [Cl:15][C:4]1[CH:3]=[C:2]([C:17]([CH3:21])=[CH2:16])[CH:14]=[CH:13][C:5]=1[C:6]([O:8][C:9]([CH3:12])([CH3:11])[CH3:10])=[O:7]. Given the reactants Br[C:2]1[CH:14]=[CH:13][C:5]([C:6]([O:8][C:9]([CH3:12])([CH3:11])[CH3:10])=[O:7])=[C:4]([Cl:15])[CH:3]=1.[CH3:16][C:17]1(C)[C:21](C)(C)OB(C(C)=C)O1.C(=O)([O-])[O-].[Na+].[Na+], predict the reaction product. (3) Given the reactants [F:1][C:2]([F:11])([F:10])[C:3]1[CH:9]=[CH:8][C:6]([NH2:7])=[CH:5][CH:4]=1.O=[C:13]([CH2:19][CH3:20])[CH2:14][C:15]([O:17][CH3:18])=[O:16].C1(C)C=CC=CC=1, predict the reaction product. The product is: [F:1][C:2]([F:10])([F:11])[C:3]1[CH:9]=[CH:8][C:6]([NH:7][C:13]([CH2:19][CH3:20])=[CH:14][C:15]([O:17][CH3:18])=[O:16])=[CH:5][CH:4]=1.